From a dataset of Forward reaction prediction with 1.9M reactions from USPTO patents (1976-2016). Predict the product of the given reaction. (1) Given the reactants [CH3:1][C:2]1[N:6]([CH2:7][C:8]2[CH:9]=[C:10](N)[CH:11]=[CH:12][CH:13]=2)[N:5]=[C:4]([C:15]2[O:19][N:18]=[C:17]([C:20]3[CH:25]=[CH:24][C:23]([O:26][C:27]([F:30])([F:29])[F:28])=[CH:22][CH:21]=3)[N:16]=2)[N:3]=1.N([O-])=O.[Na+].[S:35](=[O:37])=[O:36].[ClH:38], predict the reaction product. The product is: [CH3:1][C:2]1[N:6]([CH2:7][C:8]2[CH:9]=[C:10]([S:35]([Cl:38])(=[O:37])=[O:36])[CH:11]=[CH:12][CH:13]=2)[N:5]=[C:4]([C:15]2[O:19][N:18]=[C:17]([C:20]3[CH:25]=[CH:24][C:23]([O:26][C:27]([F:30])([F:29])[F:28])=[CH:22][CH:21]=3)[N:16]=2)[N:3]=1. (2) Given the reactants [CH3:1][O:2][C:3]1[C:8]2[C:9]([CH3:15])=[C:10]([C:12]([OH:14])=O)[O:11][C:7]=2[CH:6]=[CH:5][C:4]=1[CH3:16].[C:17]([O:21][C:22](=[O:44])[C@@H:23]([NH:27][S:28]([C:31]1[CH:36]=[CH:35][C:34]([C:37]2[CH:42]=[CH:41][C:40]([NH2:43])=[CH:39][CH:38]=2)=[CH:33][CH:32]=1)(=[O:30])=[O:29])[CH:24]([CH3:26])[CH3:25])([CH3:20])([CH3:19])[CH3:18].F[P-](F)(F)(F)(F)F.N1(O[P+](N(C)C)(N(C)C)N(C)C)C2C=CC=CC=2N=N1.C(N(CC)C(C)C)(C)C, predict the reaction product. The product is: [C:17]([O:21][C:22](=[O:44])[C@@H:23]([NH:27][S:28]([C:31]1[CH:32]=[CH:33][C:34]([C:37]2[CH:38]=[CH:39][C:40]([NH:43][C:12]([C:10]3[O:11][C:7]4[CH:6]=[CH:5][C:4]([CH3:16])=[C:3]([O:2][CH3:1])[C:8]=4[C:9]=3[CH3:15])=[O:14])=[CH:41][CH:42]=2)=[CH:35][CH:36]=1)(=[O:30])=[O:29])[CH:24]([CH3:26])[CH3:25])([CH3:19])([CH3:20])[CH3:18]. (3) Given the reactants Cl[C:2]1[C:3]([C:10]([OH:12])=[O:11])=[N:4][C:5]([S:8][CH3:9])=[N:6][CH:7]=1.C(=O)([O-])[O-].[K+].[K+].[CH3:19][C:20]1[CH:25]=[CH:24][C:23]([CH3:26])=[CH:22][C:21]=1[N:27]1[C:31]([NH2:32])=[CH:30][C:29]([C:33]2[CH:38]=[CH:37][C:36]([F:39])=[CH:35][CH:34]=2)=[N:28]1, predict the reaction product. The product is: [CH3:19][C:20]1[CH:25]=[CH:24][C:23]([CH3:26])=[CH:22][C:21]=1[N:27]1[C:31]([NH:32][C:2]2[C:3]([C:10]([OH:12])=[O:11])=[N:4][C:5]([S:8][CH3:9])=[N:6][CH:7]=2)=[CH:30][C:29]([C:33]2[CH:34]=[CH:35][C:36]([F:39])=[CH:37][CH:38]=2)=[N:28]1.